Task: Predict which catalyst facilitates the given reaction.. Dataset: Catalyst prediction with 721,799 reactions and 888 catalyst types from USPTO (1) Reactant: [CH3:1][C:2]1([CH3:13])[O:9][C@@H:8]2[C@@H:4]([C@@H:5]([OH:12])[C@@H:6]([CH2:10][OH:11])[O:7]2)[O:3]1.N1C=CC=CC=1.[C:20](Cl)(=[O:27])[C:21]1[CH:26]=[CH:25][CH:24]=[CH:23][CH:22]=1. Product: [CH3:1][C:2]1([CH3:13])[O:9][C@@H:8]2[C@@H:4]([C@@H:5]([OH:12])[C@@H:6]([CH2:10][O:11][C:20]([C:21]3[CH:26]=[CH:25][CH:24]=[CH:23][CH:22]=3)=[O:27])[O:7]2)[O:3]1. The catalyst class is: 2. (2) Reactant: [Br:1]N1C(=O)CCC1=O.[F:9][C:10]([F:25])([F:24])[C:11]1[C:16]2[CH2:17][O:18][C@@H:19]3[C@H:23]([C:15]=2[CH:14]=[CH:13][CH:12]=1)[CH2:22][NH:21][CH2:20]3. Product: [Br:1][C:13]1[CH:12]=[C:11]([C:10]([F:9])([F:24])[F:25])[C:16]2[CH2:17][O:18][C@@H:19]3[C@H:23]([C:15]=2[CH:14]=1)[CH2:22][NH:21][CH2:20]3. The catalyst class is: 65.